This data is from CYP3A4 inhibition data for predicting drug metabolism from PubChem BioAssay. The task is: Regression/Classification. Given a drug SMILES string, predict its absorption, distribution, metabolism, or excretion properties. Task type varies by dataset: regression for continuous measurements (e.g., permeability, clearance, half-life) or binary classification for categorical outcomes (e.g., BBB penetration, CYP inhibition). Dataset: cyp3a4_veith. (1) The compound is Cc1ccc(/C=N/n2c(-c3cccs3)n[nH]c2=S)cc1. The result is 1 (inhibitor). (2) The compound is Cc1ccc2[nH]c(C)c(/C=N/Nc3nc4ccccc4s3)c2c1. The result is 0 (non-inhibitor). (3) The compound is c1ccc2c(CN3CCN(Cc4c[nH]c5ccccc45)CC3)c[nH]c2c1. The result is 0 (non-inhibitor). (4) The molecule is Cc1cccc(-n2ncc3c(NCCCN4CCCC4=O)ncnc32)c1. The result is 0 (non-inhibitor). (5) The molecule is Cc1cc(C)c(S(=O)(=O)N2CCN(c3ccc([N+](=O)[O-])c(NCc4ccco4)c3)CC2)c(C)c1. The result is 1 (inhibitor). (6) The drug is O=C(O)CCSCc1ccc(I)cc1. The result is 0 (non-inhibitor). (7) The compound is Oc1ccc([C@H](O)[C@@H]2CCCCN2)cc1O. The result is 0 (non-inhibitor). (8) The result is 0 (non-inhibitor). The molecule is CCCN1CCC[C@@H]2Cc3nc(N)ncc3C[C@H]21. (9) The molecule is CCC(=O)O[C@@]1(C(=O)CCl)[C@@H](C)C[C@@H]2[C@H]3CCC4=CC(=O)C=C[C@@]4(C)[C@]3(F)[C@@H](O)C[C@@]21C. The result is 1 (inhibitor).